Dataset: Catalyst prediction with 721,799 reactions and 888 catalyst types from USPTO. Task: Predict which catalyst facilitates the given reaction. (1) The catalyst class is: 39. Reactant: [N-:1]=[N+:2]=[N-:3].[Na+].[CH3:5][C:6]1([CH3:21])[CH2:11][CH:10](OS(C)(=O)=O)[CH2:9][CH2:8][CH:7]1[C:17]([O:19][CH3:20])=[O:18]. Product: [N:1]([CH:10]1[CH2:9][CH2:8][CH:7]([C:17]([O:19][CH3:20])=[O:18])[C:6]([CH3:21])([CH3:5])[CH2:11]1)=[N+:2]=[N-:3]. (2) Reactant: [NH:1]1[C:9]2[CH:8]=[CH:7][CH:6]=[C:5]3[CH2:10][CH2:11][N:12]([C:14]([O:16][C:17]([CH3:20])([CH3:19])[CH3:18])=[O:15])[CH2:13][C:3]([C:4]=23)=[CH:2]1.CI.[CH2:23]1COCC1.[H-].[Na+]. Product: [CH3:23][N:1]1[C:9]2[CH:8]=[CH:7][CH:6]=[C:5]3[CH2:10][CH2:11][N:12]([C:14]([O:16][C:17]([CH3:20])([CH3:19])[CH3:18])=[O:15])[CH2:13][C:3]([C:4]=23)=[CH:2]1. The catalyst class is: 136. (3) Reactant: [Cl:1][C:2]1[CH:3]=[C:4]([N:17]2[C:22](=[O:23])[NH:21][C:20](=[O:24])[CH:19]=[N:18]2)[CH:5]=[CH:6][C:7]=1[C:8](=O)[C:9]1[CH:14]=[CH:13][C:12]([Cl:15])=[CH:11][CH:10]=1.O.[CH:26]([NH2:28])=[O:27]. Product: [Cl:1][C:2]1[CH:3]=[C:4]([N:17]2[C:22](=[O:23])[NH:21][C:20](=[O:24])[CH:19]=[N:18]2)[CH:5]=[CH:6][C:7]=1[CH:8]([C:9]1[CH:14]=[CH:13][C:12]([Cl:15])=[CH:11][CH:10]=1)[NH:28][CH:26]=[O:27]. The catalyst class is: 106. (4) Reactant: [F:1][C:2]([F:54])([F:53])[C:3]1[CH:4]=[C:5]([CH:46]=[C:47]([C:49]([F:52])([F:51])[F:50])[CH:48]=1)[CH2:6][N:7]([CH2:20][C:21]1[CH:26]=[C:25]([C:27]([F:30])([F:29])[F:28])[CH:24]=[CH:23][C:22]=1[N:31]([CH2:44][CH3:45])[C:32]([CH2:34][CH2:35][CH2:36][CH2:37][CH2:38][C:39]([O:41]CC)=[O:40])=[O:33])[C:8]1[N:13]=[CH:12][C:11]([N:14]2[CH2:19][CH2:18][O:17][CH2:16][CH2:15]2)=[CH:10][N:9]=1.[OH-].[Na+].Cl.C(OCC)(=O)C. Product: [F:54][C:2]([F:1])([F:53])[C:3]1[CH:4]=[C:5]([CH:46]=[C:47]([C:49]([F:51])([F:50])[F:52])[CH:48]=1)[CH2:6][N:7]([CH2:20][C:21]1[CH:26]=[C:25]([C:27]([F:28])([F:29])[F:30])[CH:24]=[CH:23][C:22]=1[N:31]([CH2:44][CH3:45])[C:32]([CH2:34][CH2:35][CH2:36][CH2:37][CH2:38][C:39]([OH:41])=[O:40])=[O:33])[C:8]1[N:13]=[CH:12][C:11]([N:14]2[CH2:19][CH2:18][O:17][CH2:16][CH2:15]2)=[CH:10][N:9]=1. The catalyst class is: 8. (5) Reactant: [C:1]([O:5][C:6](=[O:29])[NH:7]/[C:8](=[N:11]\[C:12]([C:14]1[N:23]=[C:22]2[N:16]([CH2:17][CH2:18][O:19][C:20]3[CH:27]=[C:26]([Br:28])[CH:25]=[CH:24][C:21]=32)[CH:15]=1)=O)/SC)([CH3:4])([CH3:3])[CH3:2].C(N(CC)C(C)C)(C)C.Cl.[CH:40]([NH:43][NH2:44])([CH3:42])[CH3:41].O. Product: [C:1]([O:5][C:6](=[O:29])[NH:7][C:8]1[N:11]=[C:12]([C:14]2[N:23]=[C:22]3[N:16]([CH2:17][CH2:18][O:19][C:20]4[CH:27]=[C:26]([Br:28])[CH:25]=[CH:24][C:21]=43)[CH:15]=2)[N:43]([CH:40]([CH3:42])[CH3:41])[N:44]=1)([CH3:4])([CH3:3])[CH3:2]. The catalyst class is: 454.